From a dataset of Full USPTO retrosynthesis dataset with 1.9M reactions from patents (1976-2016). Predict the reactants needed to synthesize the given product. (1) The reactants are: [C:1]([O:5][CH:6]([C:11]1[N:16]([CH3:17])[C:15](=[O:18])[C:14]2[NH:19][CH:20]=[CH:21][C:13]=2[C:12]=1[C:22]1[CH:27]=[CH:26][C:25]([Cl:28])=[CH:24][CH:23]=1)[C:7]([O:9]C)=[O:8])([CH3:4])([CH3:3])[CH3:2].[CH3:29][O:30][CH2:31][CH2:32]Br. Given the product [C:1]([O:5][CH:6]([C:11]1[N:16]([CH3:17])[C:15](=[O:18])[C:14]2[N:19]([CH2:32][CH2:31][O:30][CH3:29])[CH:20]=[CH:21][C:13]=2[C:12]=1[C:22]1[CH:27]=[CH:26][C:25]([Cl:28])=[CH:24][CH:23]=1)[C:7]([OH:9])=[O:8])([CH3:4])([CH3:3])[CH3:2], predict the reactants needed to synthesize it. (2) Given the product [CH3:1][O:2][C:3](=[O:12])[CH:4]([C:5]1[CH:10]=[CH:9][C:8]([Br:11])=[CH:7][CH:6]=1)[C:17]([O:16][CH3:15])=[O:18], predict the reactants needed to synthesize it. The reactants are: [CH3:1][O:2][C:3](=[O:12])[CH2:4][C:5]1[CH:10]=[CH:9][C:8]([Br:11])=[CH:7][CH:6]=1.[H-].[Na+].[CH3:15][O:16][C:17](=O)[O:18]C.Cl. (3) Given the product [CH2:10]([N:9]1[CH:15]=[C:16]([CH3:17])[N:8]=[C:7]1[C:3]1[C:2]([NH2:1])=[N:6][O:5][N:4]=1)[CH:11]([CH3:13])[CH3:12], predict the reactants needed to synthesize it. The reactants are: [NH2:1][C:2]1[C:3]([C:7]([NH:9][CH2:10][CH:11]([CH3:13])[CH3:12])=[NH:8])=[N:4][O:5][N:6]=1.Cl[CH2:15][C:16](=O)[CH3:17].C(=O)([O-])[O-].[K+].[K+]. (4) Given the product [C:1]([C:5]1[CH:31]=[C:8]2[N:9]=[C:10]([CH3:30])[C:11]([CH:20]([CH2:25][CH2:26][O:27][CH3:28])[C:21]([OH:23])=[O:22])=[C:12]([C:13]3[CH:18]=[CH:17][C:16]([CH3:19])=[CH:15][CH:14]=3)[N:7]2[N:6]=1)([CH3:3])([CH3:4])[CH3:2], predict the reactants needed to synthesize it. The reactants are: [C:1]([C:5]1[CH:31]=[C:8]2[N:9]=[C:10]([CH3:30])[C:11]([CH:20]([CH:25](C)[CH2:26][O:27][CH3:28])[C:21]([O:23]C)=[O:22])=[C:12]([C:13]3[CH:18]=[CH:17][C:16]([CH3:19])=[CH:15][CH:14]=3)[N:7]2[N:6]=1)([CH3:4])([CH3:3])[CH3:2].[OH-].[Na+].